Dataset: Full USPTO retrosynthesis dataset with 1.9M reactions from patents (1976-2016). Task: Predict the reactants needed to synthesize the given product. (1) Given the product [NH2:24][C:19]1[N:20]=[C:21]([CH3:23])[N:22]=[C:17]([C:4]2[CH:3]=[C:2]([C:47]3[CH:48]=[N:49][C:44]([CH3:43])=[CH:45][CH:46]=3)[CH:7]=[N:6][C:5]=2[NH:8][C:9]2[CH:10]=[N:11][C:12]([O:15][CH3:16])=[CH:13][CH:14]=2)[N:18]=1, predict the reactants needed to synthesize it. The reactants are: Cl[C:2]1[CH:3]=[C:4]([C:17]2[N:22]=[C:21]([CH3:23])[N:20]=[C:19]([N:24](CC3C=CC(OC)=CC=3)CC3C=CC(OC)=CC=3)[N:18]=2)[C:5]([NH:8][C:9]2[CH:10]=[N:11][C:12]([O:15][CH3:16])=[CH:13][CH:14]=2)=[N:6][CH:7]=1.[CH3:43][C:44]1[N:49]=[CH:48][C:47](B(O)O)=[CH:46][CH:45]=1. (2) Given the product [CH3:1][O:2][C:3]1[CH:15]=[C:14]([O:16][CH3:17])[CH:13]=[CH:12][C:4]=1[CH2:5][N:6]([C:7]1[S:11][N:10]=[CH:9][N:8]=1)[S:35]([C:32]1[CH:33]=[CH:34][C:29]([F:28])=[C:30]([N+:39]([O-:41])=[O:40])[CH:31]=1)(=[O:36])=[O:37], predict the reactants needed to synthesize it. The reactants are: [CH3:1][O:2][C:3]1[CH:15]=[C:14]([O:16][CH3:17])[CH:13]=[CH:12][C:4]=1[CH2:5][NH:6][C:7]1[S:11][N:10]=[CH:9][N:8]=1.C[Si]([N-][Si](C)(C)C)(C)C.[Li+].[F:28][C:29]1[CH:34]=[CH:33][C:32]([S:35](Cl)(=[O:37])=[O:36])=[CH:31][C:30]=1[N+:39]([O-:41])=[O:40]. (3) Given the product [CH3:13][O:12][C:3]1[CH:4]=[CH:5][C:6]2[C:7](=[O:11])[CH2:8][O:9][C:10]=2[C:2]=1[O:1][CH:30]1[CH2:31][CH2:32][N:27]([C:20]([O:22][C:23]([CH3:26])([CH3:25])[CH3:24])=[O:21])[CH2:28][CH2:29]1, predict the reactants needed to synthesize it. The reactants are: [OH:1][C:2]1[C:10]2[O:9][CH2:8][C:7](=[O:11])[C:6]=2[CH:5]=[CH:4][C:3]=1[O:12][CH3:13].C(=O)([O-])[O-].[K+].[K+].[C:20]([N:27]1[CH2:32][CH2:31][CH:30](Br)[CH2:29][CH2:28]1)([O:22][C:23]([CH3:26])([CH3:25])[CH3:24])=[O:21].C(OCC)(=O)C. (4) Given the product [Br:18][C:2]1[S:1][C:5]([CH:15]=[O:16])=[C:4]([Br:10])[N:3]=1, predict the reactants needed to synthesize it. The reactants are: [S:1]1[CH2:5][C:4](=O)[NH:3][C:2]1=O.P(Br)(Br)([Br:10])=O.CN(C)[CH:15]=[O:16].[BrH:18].